Dataset: NCI-60 drug combinations with 297,098 pairs across 59 cell lines. Task: Regression. Given two drug SMILES strings and cell line genomic features, predict the synergy score measuring deviation from expected non-interaction effect. (1) Drug 1: C1=C(C(=O)NC(=O)N1)F. Cell line: RPMI-8226. Drug 2: CC(C)NC(=O)C1=CC=C(C=C1)CNNC.Cl. Synergy scores: CSS=65.4, Synergy_ZIP=-8.78, Synergy_Bliss=-20.5, Synergy_Loewe=-28.5, Synergy_HSA=-24.4. (2) Drug 1: CN(C)N=NC1=C(NC=N1)C(=O)N. Drug 2: CC(C)CN1C=NC2=C1C3=CC=CC=C3N=C2N. Cell line: HS 578T. Synergy scores: CSS=-0.875, Synergy_ZIP=3.86, Synergy_Bliss=4.13, Synergy_Loewe=-3.14, Synergy_HSA=-2.30.